Dataset: Full USPTO retrosynthesis dataset with 1.9M reactions from patents (1976-2016). Task: Predict the reactants needed to synthesize the given product. (1) Given the product [Cl:40][C:34]1[C:35](=[O:39])[N:36]([CH3:38])[CH:37]=[C:32]([NH:31][CH:8]([C:5]2[CH:6]=[CH:7][C:2]([Cl:1])=[CH:3][CH:4]=2)[C:9]2[C:10]([C:25]([O:27][CH2:28][CH3:29])=[O:26])=[N:11][N:12]([C:15]3[C:16]([O:23][CH3:24])=[N:17][C:18]([O:21][CH3:22])=[N:19][CH:20]=3)[C:13]=2[CH3:14])[CH:33]=1, predict the reactants needed to synthesize it. The reactants are: [Cl:1][C:2]1[CH:7]=[CH:6][C:5]([CH:8](O)[C:9]2[C:10]([C:25]([O:27][CH2:28][CH3:29])=[O:26])=[N:11][N:12]([C:15]3[C:16]([O:23][CH3:24])=[N:17][C:18]([O:21][CH3:22])=[N:19][CH:20]=3)[C:13]=2[CH3:14])=[CH:4][CH:3]=1.[NH2:31][C:32]1[CH:33]=[C:34]([Cl:40])[C:35](=[O:39])[N:36]([CH3:38])[CH:37]=1. (2) Given the product [N:9]1[C:10]2[C:5](=[CH:4][C:3]([C:2]([NH2:1])=[O:27])=[CH:12][CH:11]=2)[CH:6]=[CH:7][CH:8]=1, predict the reactants needed to synthesize it. The reactants are: [NH2:1][CH2:2][C:3]1[CH:4]=[C:5]2[C:10](=[CH:11][CH:12]=1)[N:9]=[CH:8][CH:7]=[CH:6]2.N1C2C(=CC(C#N)=CC=2)C=CC=1.N.C[OH:27]. (3) The reactants are: [CH2:1]([O:3][C:4]1[CH:5]=[C:6]([CH:9]=[C:10]([O:13][CH2:14][CH3:15])[C:11]=1F)[CH:7]=[O:8])[CH3:2].[NH:16]1[CH:20]=[N:19][CH:18]=[N:17]1.C(=O)([O-])[O-].[K+].[K+]. Given the product [CH2:1]([O:3][C:4]1[CH:5]=[C:6]([CH:9]=[C:10]([O:13][CH2:14][CH3:15])[C:11]=1[N:16]1[CH:20]=[N:19][CH:18]=[N:17]1)[CH:7]=[O:8])[CH3:2], predict the reactants needed to synthesize it. (4) Given the product [OH:1][C:2]1[CH:7]=[CH:6][C:5]([CH2:8][C:9]([NH:11][C@H:12]2[CH2:17][CH2:16][C@@H:15]([CH2:18][CH:19]([CH3:21])[CH3:20])[CH2:14][CH2:13]2)=[O:10])=[CH:4][C:3]=1[O:22][CH3:23], predict the reactants needed to synthesize it. The reactants are: [OH:1][C:2]1[CH:7]=[CH:6][C:5]([CH2:8][C:9]([NH:11][C@H:12]2[CH2:17][CH2:16][C@@H:15]([CH:18]=[C:19]([CH3:21])[CH3:20])[CH2:14][CH2:13]2)=[O:10])=[CH:4][C:3]=1[O:22][CH3:23]. (5) Given the product [F:14][CH:2]([F:1])[O:3][C:4]1[CH:13]=[CH:12][C:7]2[N:8]=[C:9]([NH:11][C:15]([N:17]3[CH:21]=[CH:20][N:19]=[CH:18]3)=[S:16])[S:10][C:6]=2[CH:5]=1, predict the reactants needed to synthesize it. The reactants are: [F:1][CH:2]([F:14])[O:3][C:4]1[CH:13]=[CH:12][C:7]2[N:8]=[C:9]([NH2:11])[S:10][C:6]=2[CH:5]=1.[C:15](N1C=CN=C1)([N:17]1[CH:21]=[CH:20][N:19]=[CH:18]1)=[S:16]. (6) Given the product [C:11]([O:14][C:15]([N:1]1[CH2:4][CH:3]([C:5]([OH:7])=[O:6])[CH2:2]1)=[O:16])([CH3:13])([CH3:12])[CH3:10], predict the reactants needed to synthesize it. The reactants are: [NH:1]1[CH2:4][CH:3]([C:5]([OH:7])=[O:6])[CH2:2]1.[OH-].[Na+].[CH3:10][C:11]([O:14][C:15](O[C:15]([O:14][C:11]([CH3:13])([CH3:12])[CH3:10])=[O:16])=[O:16])([CH3:13])[CH3:12].Cl. (7) Given the product [Cl:14][C:15]1[C:16]([CH2:25][CH:26]([N:28]([CH:29]2[CH2:31][CH2:30]2)[C:8]([C:7]2[C:3]([CH:2]([F:13])[F:1])=[N:4][N:5]([CH3:12])[C:6]=2[F:11])=[O:9])[CH3:27])=[N:17][CH:18]=[C:19]([C:21]([F:24])([F:22])[F:23])[CH:20]=1, predict the reactants needed to synthesize it. The reactants are: [F:1][CH:2]([F:13])[C:3]1[C:7]([C:8](Cl)=[O:9])=[C:6]([F:11])[N:5]([CH3:12])[N:4]=1.[Cl:14][C:15]1[C:16]([CH2:25][CH:26]([NH:28][CH:29]2[CH2:31][CH2:30]2)[CH3:27])=[N:17][CH:18]=[C:19]([C:21]([F:24])([F:23])[F:22])[CH:20]=1.C(N(CC)CC)C.